Predict the reactants needed to synthesize the given product. From a dataset of Full USPTO retrosynthesis dataset with 1.9M reactions from patents (1976-2016). (1) Given the product [CH2:17]([O:22][C:2]1[CH:3]=[C:4]([CH:8]=[C:9]([C:11]([F:14])([F:13])[F:12])[CH:10]=1)[C:5]([OH:7])=[O:6])[CH2:18][CH2:19][CH:20]=[CH2:21], predict the reactants needed to synthesize it. The reactants are: F[C:2]1[CH:3]=[C:4]([CH:8]=[C:9]([C:11]([F:14])([F:13])[F:12])[CH:10]=1)[C:5]([OH:7])=[O:6].[H-].[Na+].[CH2:17]([OH:22])[CH2:18][CH2:19][CH:20]=[CH2:21].Cl. (2) The reactants are: Br[C:2]1[C:3]2[N:4]([CH:18]=[CH:19][N:20]=2)[N:5]=[C:6]([C:8]2[CH:9]=[C:10]([CH:15]=[CH:16][CH:17]=2)[C:11]([O:13][CH3:14])=[O:12])[CH:7]=1.[CH:21]12[CH2:26][CH:25]1[CH2:24][N:23]([C:27]1[N:32]=[C:31]([NH2:33])[CH:30]=[CH:29][CH:28]=1)[CH2:22]2.C1C=CC(P(C2C(C3C(P(C4C=CC=CC=4)C4C=CC=CC=4)=CC=C4C=3C=CC=C4)=C3C(C=CC=C3)=CC=2)C2C=CC=CC=2)=CC=1.C([O-])([O-])=O.[Cs+].[Cs+]. Given the product [CH:25]12[CH2:26][CH:21]1[CH2:22][N:23]([C:27]1[N:32]=[C:31]([NH:33][C:2]3[C:3]4[N:4]([CH:18]=[CH:19][N:20]=4)[N:5]=[C:6]([C:8]4[CH:9]=[C:10]([CH:15]=[CH:16][CH:17]=4)[C:11]([O:13][CH3:14])=[O:12])[CH:7]=3)[CH:30]=[CH:29][CH:28]=1)[CH2:24]2, predict the reactants needed to synthesize it. (3) Given the product [F:26][C:20]1[C:21]2[N:22]=[CH:23][O:24][C:25]=2[C:17]([NH:16][S:13]([CH:11]2[CH2:12][CH:10]2[CH2:9][OH:8])(=[O:15])=[O:14])=[C:18]([NH:28][C:29]2[CH:34]=[CH:33][C:32]([I:35])=[CH:31][C:30]=2[F:36])[C:19]=1[F:27], predict the reactants needed to synthesize it. The reactants are: C([O:8][CH2:9][CH:10]1[CH2:12][CH:11]1[S:13]([NH:16][C:17]1[C:25]2[O:24][CH:23]=[N:22][C:21]=2[C:20]([F:26])=[C:19]([F:27])[C:18]=1[NH:28][C:29]1[CH:34]=[CH:33][C:32]([I:35])=[CH:31][C:30]=1[F:36])(=[O:15])=[O:14])C1C=CC=CC=1.B(Cl)(Cl)Cl. (4) Given the product [CH3:43][O:42][C:38]1[CH:37]=[C:36]([NH:35][CH:28]([C:29]2[CH:34]=[CH:33][CH:32]=[CH:31][CH:30]=2)[C:26]([C:13]2[C:12]3[C:16](=[CH:17][CH:18]=[C:10]([C:8]#[N:9])[CH:11]=3)[NH:15][CH:14]=2)=[O:27])[CH:41]=[CH:40][CH:39]=1, predict the reactants needed to synthesize it. The reactants are: C(N(CC)CC)C.[C:8]([C:10]1[CH:11]=[C:12]2[C:16](=[CH:17][CH:18]=1)[N:15](C(OC(C)(C)C)=O)[CH:14]=[C:13]2[CH:26]=[O:27])#[N:9].[CH:28](=[N:35][C:36]1[CH:41]=[CH:40][CH:39]=[C:38]([O:42][CH3:43])[CH:37]=1)[C:29]1[CH:34]=[CH:33][CH:32]=[CH:31][CH:30]=1. (5) Given the product [NH2:14][C:4]1[CH:5]=[CH:6][C:7]([O:9][C:10]([F:11])([F:12])[F:13])=[CH:8][C:3]=1[CH2:2][OH:1], predict the reactants needed to synthesize it. The reactants are: [OH:1][CH2:2][C:3]1[CH:8]=[C:7]([O:9][C:10]([F:13])([F:12])[F:11])[CH:6]=[CH:5][C:4]=1[NH:14]C(=O)OC(C)(C)C.Cl. (6) Given the product [CH3:1][N:2]([C:3]1[CH:4]=[CH:5][C:6]([C:9]2[O:10][CH2:11][CH2:12][N:13]=2)=[CH:7][CH:8]=1)[C:14](=[O:19])[CH2:15][C:16]([CH3:18])=[O:17], predict the reactants needed to synthesize it. The reactants are: [CH3:1][NH:2][C:3]1[CH:8]=[CH:7][C:6]([C:9]2[O:10][CH2:11][CH2:12][N:13]=2)=[CH:5][CH:4]=1.[C:14](NC1C=CC=CC=1)(=[O:19])[CH2:15][C:16]([CH3:18])=[O:17]. (7) Given the product [CH3:1][O:2][C:3]1[C:47]([O:48][CH2:49][CH2:50][CH2:51][O:52][C:53]2[C:54]([O:90][CH3:91])=[CH:55][C:56]3[C:62](=[O:63])[N:61]4[CH:64]=[C:65]([C:67]5[CH:68]=[CH:69][C:70]([N:73]6[CH2:74][CH2:75][N:76]([CH3:79])[CH2:77][CH2:78]6)=[CH:71][CH:72]=5)[CH2:66][C@H:60]4[CH:59]=[N:58][C:57]=3[CH:89]=2)=[CH:46][C:6]2[N:7]=[CH:8][C@@H:9]3[CH2:15][C:14](/[CH:16]=[CH:17]/[CH2:18][NH:19][C:20](=[O:36])[O:21][CH2:22][CH:23]4[C:35]5[CH:34]=[CH:33][CH:32]=[CH:31][C:30]=5[C:29]5[C:24]4=[CH:25][CH:26]=[CH:27][CH:28]=5)=[CH:13][N:10]3[C:11](=[O:12])[C:5]=2[CH:4]=1, predict the reactants needed to synthesize it. The reactants are: [CH3:1][O:2][C:3]1[C:47]([O:48][CH2:49][CH2:50][CH2:51][O:52][C:53]2[C:54]([O:90][CH3:91])=[CH:55][C:56]3[C:62](=[O:63])[N:61]4[CH:64]=[C:65]([C:67]5[CH:72]=[CH:71][C:70]([N:73]6[CH2:78][CH2:77][N:76]([CH3:79])[CH2:75][CH2:74]6)=[CH:69][CH:68]=5)[CH2:66][C@H:60]4[C:59](=O)[N:58](COCC[Si](C)(C)C)[C:57]=3[CH:89]=2)=[CH:46][C:6]2[N:7](COCC[Si](C)(C)C)[C:8](=O)[C@@H:9]3[CH2:15][C:14](/[CH:16]=[CH:17]/[CH2:18][NH:19][C:20](=[O:36])[O:21][CH2:22][CH:23]4[C:35]5[CH:34]=[CH:33][CH:32]=[CH:31][C:30]=5[C:29]5[C:24]4=[CH:25][CH:26]=[CH:27][CH:28]=5)=[CH:13][N:10]3[C:11](=[O:12])[C:5]=2[CH:4]=1.[Li+].[B-](CC)(CC)CC. (8) Given the product [C:1]([C:3]1[CH:46]=[CH:45][C:6]2[NH:7][C:8]([CH:10]([C:16]3[C:24]([CH3:25])=[CH:23][C:22]([CH3:26])=[C:21]4[C:17]=3[CH:18]=[CH:19][NH:20]4)[NH:11][S:12]([CH3:15])(=[O:14])=[O:13])=[N:9][C:5]=2[CH:4]=1)#[N:2], predict the reactants needed to synthesize it. The reactants are: [C:1]([C:3]1[CH:46]=[CH:45][C:6]2[N:7](COCC[Si](C)(C)C)[C:8]([CH:10]([C:16]3[C:24]([CH3:25])=[CH:23][C:22]([CH3:26])=[C:21]4[C:17]=3[CH:18]=[CH:19][N:20]4S(C3C=CC(C)=CC=3)(=O)=O)[NH:11][S:12]([CH3:15])(=[O:14])=[O:13])=[N:9][C:5]=2[CH:4]=1)#[N:2].C(C1C=CC2N=C(C(C3C(C)=CC(C)=C4C=3C=CN4S(C3C=CC(C)=CC=3)(=O)=O)NS(C)(=O)=O)N(COCC[Si](C)(C)C)C=2C=1)#N.